The task is: Regression. Given a target protein amino acid sequence and a drug SMILES string, predict the binding affinity score between them. We predict pIC50 (pIC50 = -log10(IC50 in M); higher means more potent). Dataset: bindingdb_ic50.. This data is from Drug-target binding data from BindingDB using IC50 measurements. (1) The compound is Nc1ccc(S(=O)(=O)c2ccc(N3c4[nH]c(=O)[nH]c(=O)c4C(C(O)C(O)C(O)C(O)CO)c4c3[nH]c(=O)[nH]c4=O)cc2)cc1. The target protein (P70699) has sequence MNIRKPLCSNSVVGACTLISLTTAVILGHLMLRELMLLPQDLHESSSGLWKTYRPHHQEGYKPGPLHIQEQTEQPKEAPTQCDVPPSSRFDCAPDKGISQEQCEARGCCYVPAGQVLKEPQIGQPWCFFPPSYPSYRLENLSSTESGYTATLTRTSPTFFPKDVLTLQLEVLMETDSRLHFKIKDPASKRYEVPLETPRVLSQAPSPLYSVEFSEEPFGVIVRRKLGGRVLLNTTVAPLFFADQFLQLSTSLPSQHITGLGEHLSPLMLSTDWARITLWNRDTPPSQGTNLYGSHPFYLALEDGGLAHGVFLLNSNAMDVILQPSPALTWRSTGGILDVYVFLGPEPKSVVQQYLDVVGYPFMPPYWGLGFHLCRWGYSSTAIVRQVVENMTRTHFPLDVQWNDLDYMDARRDFTFNQDSFADFPDMVRELHQDGRRYMMIVDPAISSAGPAGSYRPYDEGLRRGVFITNETGQPLIGKVWPGTTAFPDFTNPETLDWWQ.... The pIC50 is 4.2. (2) The target protein (Q01061) has sequence MELSPRSPPEMLESDCPSPLELKSAPSKKMWIKLRSLLRYMVKQLENGEVNIEELKKNLEYTASLLEAVYIDETRQILDTEDELQELRSDAVPSEVRDWLASTFTQQTRAKGPSEEKPKFRSIVHAVQAGIFVERMFRRTYTSVGPTYSTAVLNCLKNVDLWCFDVFSLNRAADDHALRTIVFELLTRHNLISRFKIPTVFLMTFLDALETGYGKYKNPYHNQIHAADVTQTVHCFLLRTGMVHCLSEIEVLAIIFAAAIHDYEHTGTTNSFHIQTKSECAILYNDRSVLENHHISSVFRMMQDDEMNIFINLTKDEFVELRALVIEMVLATDMSCHFQQVKSMKTALQQLERIDKSKALSLLLHAADISHPTKQWSVHSRWTKALMEEFFRQGDKEAELGLPFSPLCDRTSTLVAQSQIGFIDFIVEPTFSVLTDVAEKSVQPTGDDDSKSKNQPSFQWRQPSLDVEVGDPNPDVVSFRSTWTKYIQENKQKWKERAAS.... The compound is CNc1nc(Br)cn2cc(C#N)nc12. The pIC50 is 4.2. (3) The drug is c1ccc(CNCc2ccc(CNCc3ccccn3)cc2)nc1. The target protein sequence is MEIYTSDNYSEEVGSGDYDSNKEPCFRDENENFNRIFLPTIYFIIFLTGIVGNGLVILVMGYQKKLRSMTDKYRLHLSVADLLFVITLPFWAVDAMADWYFGKFLCKAVHIIYTVNLYSSVLILAFISLDRYLAIVHATNSQSARKLLAEKAVYVGVWIPALLLTIPDIIFADVSQGDGRYICDRLYPDSLWMVVFQFQHIMVGLILPGIVILSCYCIIISKLSHSKGHQKRKALKTTVILILAFFACWLPYYVGISIDSFILLEVIKQGCEFESVVHKWISITEALAFFHCCLNPILYAFLGAKFKSSAQHALNSMSRGSSLKILSKGKRGGHSSVSTESESSSFHSS. The pIC50 is 6.0. (4) The small molecule is O=C(Oc1ccc2c(c1)CCC2)N(Nc1ccccc1)S(=O)(=O)c1ccc(Cl)cc1. The target protein (Q9JM51) has sequence MPSPGLVMESGQVLPAFLLCSTLLVIKMYAVAVITGQMRLRKKAFANPEDALKRGGLQYYRSDPDVERCLRAHRNDMETIYPFLFLGFVYSFLGPNPLIAWIHFLVVLTGRVVHTVAYLGKLNPRLRSGAYVLAQFSCFSMALQILWEVAHHL. The pIC50 is 6.3.